This data is from Reaction yield outcomes from USPTO patents with 853,638 reactions. The task is: Predict the reaction yield, written as a fraction of the theoretical maximum amount of product (1.0 means a 100% yield; for example, 0.34 means a 34% yield). (1) The reactants are [NH2:1][C:2]1[CH:3]=[C:4]([CH:22]=[CH:23][CH:24]=1)[O:5][C:6]1[CH:7]=[CH:8][C:9]2[N:10]([CH:12]=[C:13]([NH:15][C:16](=[O:21])[CH2:17][N:18]([CH3:20])[CH3:19])[N:14]=2)[N:11]=1.[CH3:25][N:26]1[C:30]([C:31](Cl)=[O:32])=[CH:29][C:28]([CH3:34])=[N:27]1. The catalyst is CN1CCCC1=O.[OH-].[Na+]. The product is [CH3:19][N:18]([CH3:20])[CH2:17][C:16]([NH:15][C:13]1[N:14]=[C:9]2[CH:8]=[CH:7][C:6]([O:5][C:4]3[CH:3]=[C:2]([NH:1][C:31]([C:30]4[N:26]([CH3:25])[N:27]=[C:28]([CH3:34])[CH:29]=4)=[O:32])[CH:24]=[CH:23][CH:22]=3)=[N:11][N:10]2[CH:12]=1)=[O:21]. The yield is 0.490. (2) The reactants are [N+:1]([C:4]1[C:12]([NH2:13])=[CH:11][CH:10]=[C:9]2[C:5]=1[CH:6]=[N:7][NH:8]2)([O-])=O. The catalyst is [Pd]. The product is [NH2:1][C:4]1[C:12]([NH2:13])=[CH:11][CH:10]=[C:9]2[C:5]=1[CH:6]=[N:7][NH:8]2. The yield is 0.655. (3) The reactants are [F:1][C:2]1[C:11]2[C:6](=[CH:7][CH:8]=[CH:9][CH:10]=2)[C:5]([C:12]([OH:14])=[O:13])=[CH:4][CH:3]=1.[CH2:15](O)[CH3:16].S(=O)(=O)(O)O. The catalyst is C(OCC)(=O)C. The product is [CH2:15]([O:13][C:12]([C:5]1[C:6]2[C:11](=[CH:10][CH:9]=[CH:8][CH:7]=2)[C:2]([F:1])=[CH:3][CH:4]=1)=[O:14])[CH3:16]. The yield is 0.720. (4) The reactants are Cl[CH2:2][C:3]([O:5][CH3:6])=[O:4].[NH2:7][C:8]1[N:9]([C:14]2[C:23]3[C:18](=[CH:19][CH:20]=[CH:21][CH:22]=3)[C:17]([CH:24]3[CH2:26][CH2:25]3)=[CH:16][CH:15]=2)[C:10]([SH:13])=[N:11][N:12]=1.C(=O)([O-])[O-].[K+].[K+]. The catalyst is CN(C=O)C. The product is [NH2:7][C:8]1[N:9]([C:14]2[C:23]3[C:18](=[CH:19][CH:20]=[CH:21][CH:22]=3)[C:17]([CH:24]3[CH2:26][CH2:25]3)=[CH:16][CH:15]=2)[C:10]([S:13][CH2:2][C:3]([O:5][CH3:6])=[O:4])=[N:11][N:12]=1. The yield is 0.800. (5) The reactants are [CH3:1][N:2]1[CH2:6][CH2:5][CH2:4][CH:3]1[C:7]1[CH:24]=[CH:23][C:10](/[CH:11]=[N:12]/[C:13]2[CH:21]=[CH:20][CH:19]=[C:18]3[C:14]=2[CH2:15][O:16][C:17]3=[O:22])=[CH:9][CH:8]=1.[F:25][C:26]1[CH:31]=[CH:30][C:29]([CH:32]=O)=[CH:28][CH:27]=1.[CH3:34][CH2:35][O-:36].[Na+]. The catalyst is C(OCC)(=O)CC.CCO. The product is [F:25][C:26]1[CH:31]=[CH:30][C:29]([CH:32]2[C:35](=[O:36])[C:34]3[C:18]([C:17]([O:16][CH2:15][CH3:14])=[O:22])=[CH:19][CH:20]=[CH:21][C:13]=3[NH:12][CH:11]2[C:10]2[CH:23]=[CH:24][C:7]([CH:3]3[CH2:4][CH2:5][CH2:6][N:2]3[CH3:1])=[CH:8][CH:9]=2)=[CH:28][CH:27]=1. The yield is 0.420.